Dataset: Catalyst prediction with 721,799 reactions and 888 catalyst types from USPTO. Task: Predict which catalyst facilitates the given reaction. (1) Reactant: [Li]CCCC.[C:6]([OH:10])(=[O:9])[C:7]#[CH:8].[CH3:11][O:12][C:13]1[C:20]([O:21][CH3:22])=[C:19]([O:23][CH3:24])[CH:18]=[CH:17][C:14]=1[CH:15]=[O:16]. Product: [CH3:11][O:12][C:13]1[C:20]([O:21][CH3:22])=[C:19]([O:23][CH3:24])[CH:18]=[CH:17][C:14]=1[CH:15]([OH:16])[C:8]#[C:7][C:6]([OH:10])=[O:9]. The catalyst class is: 1. (2) Reactant: Cl.[CH2:2]1[C:8]2[CH:9]=[CH:10][CH:11]=[CH:12][C:7]=2[CH2:6][CH2:5][NH:4][CH2:3]1.CCN(C(C)C)C(C)C.Cl[C:23]1[N:24]=[C:25]([S:31][CH3:32])[N:26]=[N:27][C:28]=1[C:29]#[N:30]. Product: [CH3:32][S:31][C:25]1[N:26]=[N:27][C:28]([C:29]#[N:30])=[C:23]([N:4]2[CH2:3][CH2:2][C:8]3[CH:9]=[CH:10][CH:11]=[CH:12][C:7]=3[CH2:6][CH2:5]2)[N:24]=1. The catalyst class is: 8. (3) Reactant: [C:1]([O:5][C:6]([N:8]1[CH2:12][CH2:11][CH:10]([N:13]([CH2:19][C:20]2[CH:25]=[CH:24][C:23]([Cl:26])=[CH:22][CH:21]=2)[CH2:14][C:15]([O:17]C)=[O:16])[CH2:9]1)=[O:7])([CH3:4])([CH3:3])[CH3:2]. Product: [C:1]([O:5][C:6]([N:8]1[CH2:12][CH2:11][CH:10]([N:13]([CH2:14][C:15]([OH:17])=[O:16])[CH2:19][C:20]2[CH:21]=[CH:22][C:23]([Cl:26])=[CH:24][CH:25]=2)[CH2:9]1)=[O:7])([CH3:4])([CH3:2])[CH3:3]. The catalyst class is: 273. (4) Reactant: [N:1]1([C:7]2[S:8]/[C:9](=[CH:13]\[C:14]3[CH:42]=[CH:41][C:40]([F:43])=[CH:39][C:15]=3[O:16][CH:17]3[O:22][CH:21]([C:23]([O:25]C)=[O:24])[CH:20]([O:27]C(=O)C)[CH:19]([O:31]C(=O)C)[CH:18]3[O:35]C(=O)C)/[C:10](=[O:12])[N:11]=2)[CH2:6][CH2:5][CH2:4][CH2:3][NH:2]1.[OH-].[Li+]. Product: [N:1]1([C:7]2[S:8]/[C:9](=[CH:13]\[C:14]3[CH:42]=[CH:41][C:40]([F:43])=[CH:39][C:15]=3[O:16][CH:17]3[O:22][CH:21]([C:23]([OH:25])=[O:24])[CH:20]([OH:27])[CH:19]([OH:31])[CH:18]3[OH:35])/[C:10](=[O:12])[N:11]=2)[CH2:6][CH2:5][CH2:4][CH2:3][NH:2]1. The catalyst class is: 20. (5) Reactant: N/[C:2](/[CH3:6])=[CH:3]\[C:4]#[N:5].C(O)(=O)C(O)=O.[CH2:13]([NH:15][NH2:16])[CH3:14].C([O-])(=O)C.[Na+]. Product: [CH2:13]([N:15]1[C:4]([NH2:5])=[CH:3][C:2]([CH3:6])=[N:16]1)[CH3:14]. The catalyst class is: 8.